From a dataset of NCI-60 drug combinations with 297,098 pairs across 59 cell lines. Regression. Given two drug SMILES strings and cell line genomic features, predict the synergy score measuring deviation from expected non-interaction effect. (1) Synergy scores: CSS=-2.97, Synergy_ZIP=0.123, Synergy_Bliss=-0.722, Synergy_Loewe=-1.01, Synergy_HSA=-2.47. Cell line: HCT116. Drug 2: CC1=C(C(CCC1)(C)C)C=CC(=CC=CC(=CC(=O)O)C)C. Drug 1: CC1=C(C=C(C=C1)NC2=NC=CC(=N2)N(C)C3=CC4=NN(C(=C4C=C3)C)C)S(=O)(=O)N.Cl. (2) Drug 1: C1C(C(OC1N2C=NC(=NC2=O)N)CO)O. Drug 2: N.N.Cl[Pt+2]Cl. Cell line: SNB-19. Synergy scores: CSS=38.3, Synergy_ZIP=-2.37, Synergy_Bliss=0.277, Synergy_Loewe=1.32, Synergy_HSA=2.80. (3) Drug 1: C1CCN(CC1)CCOC2=CC=C(C=C2)C(=O)C3=C(SC4=C3C=CC(=C4)O)C5=CC=C(C=C5)O. Drug 2: CN(CCCl)CCCl.Cl. Cell line: U251. Synergy scores: CSS=9.24, Synergy_ZIP=-6.73, Synergy_Bliss=-0.845, Synergy_Loewe=-5.13, Synergy_HSA=-1.19. (4) Drug 1: C1=NC2=C(N1)C(=S)N=CN2. Drug 2: CC(C)NC(=O)C1=CC=C(C=C1)CNNC.Cl. Cell line: SK-MEL-5. Synergy scores: CSS=22.3, Synergy_ZIP=-6.06, Synergy_Bliss=2.37, Synergy_Loewe=-6.48, Synergy_HSA=1.24. (5) Cell line: HL-60(TB). Drug 2: CC1C(C(CC(O1)OC2CC(CC3=C2C(=C4C(=C3O)C(=O)C5=CC=CC=C5C4=O)O)(C(=O)C)O)N)O. Drug 1: C1CC(C1)(C(=O)O)C(=O)O.[NH2-].[NH2-].[Pt+2]. Synergy scores: CSS=47.9, Synergy_ZIP=-4.43, Synergy_Bliss=-2.79, Synergy_Loewe=-0.404, Synergy_HSA=1.10. (6) Drug 1: CC1C(C(CC(O1)OC2CC(CC3=C2C(=C4C(=C3O)C(=O)C5=C(C4=O)C(=CC=C5)OC)O)(C(=O)C)O)N)O.Cl. Drug 2: CC1CCCC2(C(O2)CC(NC(=O)CC(C(C(=O)C(C1O)C)(C)C)O)C(=CC3=CSC(=N3)C)C)C. Cell line: M14. Synergy scores: CSS=16.5, Synergy_ZIP=-0.0271, Synergy_Bliss=5.92, Synergy_Loewe=3.21, Synergy_HSA=3.49. (7) Drug 1: C1=NC(=NC(=O)N1C2C(C(C(O2)CO)O)O)N. Drug 2: CCCCC(=O)OCC(=O)C1(CC(C2=C(C1)C(=C3C(=C2O)C(=O)C4=C(C3=O)C=CC=C4OC)O)OC5CC(C(C(O5)C)O)NC(=O)C(F)(F)F)O. Cell line: MDA-MB-231. Synergy scores: CSS=30.3, Synergy_ZIP=-1.09, Synergy_Bliss=0.493, Synergy_Loewe=-3.77, Synergy_HSA=2.47.